From a dataset of Reaction yield outcomes from USPTO patents with 853,638 reactions. Predict the reaction yield, written as a fraction of the theoretical maximum amount of product (1.0 means a 100% yield; for example, 0.34 means a 34% yield). (1) The reactants are [Br:1][C:2]1[C:3]([F:12])=[C:4]2[C:10]([NH2:11])=[CH:9][NH:8][C:5]2=[N:6][CH:7]=1.[CH3:13][C:14]1[O:18][N:17]=[C:16]([C:19](O)=[O:20])[CH:15]=1.C(N(CC)CC)C.C1N(P(Cl)(N2C(=O)OCC2)=O)C(=O)OC1.[Li+].[OH-]. The catalyst is C(Cl)Cl. The product is [Br:1][C:2]1[C:3]([F:12])=[C:4]2[C:10]([NH:11][C:19]([C:16]3[CH:15]=[C:14]([CH3:13])[O:18][N:17]=3)=[O:20])=[CH:9][NH:8][C:5]2=[N:6][CH:7]=1. The yield is 0.710. (2) The reactants are [OH:1][CH:2]([C:13]1[CH:18]=[CH:17][CH:16]=[CH:15][CH:14]=1)[C:3]1([C:6]([O:8]C(C)(C)C)=[O:7])[CH2:5][CH2:4]1.[OH-].[Na+]. The catalyst is C1COCC1.CO.Cl. The product is [OH:1][CH:2]([C:13]1[CH:14]=[CH:15][CH:16]=[CH:17][CH:18]=1)[C:3]1([C:6]([OH:8])=[O:7])[CH2:5][CH2:4]1. The yield is 0.810. (3) The reactants are [C:1]([OH:5])(=[O:4])[CH:2]=[O:3].[CH3:6][C:7]1[CH:17]=[CH:16][C:10]([CH2:11][NH:12][CH2:13][CH2:14]O)=[CH:9][CH:8]=1.O. The yield is 0.583. The catalyst is O1CCCC1. The product is [OH:4][CH:1]1[O:5][CH2:14][CH2:13][N:12]([CH2:11][C:10]2[CH:9]=[CH:8][C:7]([CH3:6])=[CH:17][CH:16]=2)[C:2]1=[O:3]. (4) The reactants are Cl.[CH3:2][O:3][C:4]1[CH:5]=[C:6]2[C:10](=[CH:11][C:12]=1[O:13][CH3:14])[CH2:9][N:8]([C:15]1[C:16]([CH3:35])=[C:17]([CH3:34])[C:18]3[O:22][C:21]([CH3:24])([CH3:23])[C@H:20]([C:25]4[CH:30]=[CH:29][C:28]([CH3:31])=[CH:27][CH:26]=4)[C:19]=3[C:32]=1[CH3:33])[CH2:7]2.C(C1C=C(O)C=C(C(C)(C)C)C=1C)(C)(C)C.[NH4+].O. The catalyst is C(O)C.Cl. The product is [CH3:2][O:3][C:4]1[CH:5]=[C:6]2[C:10](=[CH:11][C:12]=1[O:13][CH3:14])[CH2:9][N:8]([C:15]1[C:16]([CH3:35])=[C:17]([CH3:34])[C:18]3[O:22][C:21]([CH3:24])([CH3:23])[C@H:20]([C:25]4[CH:26]=[CH:27][C:28]([CH3:31])=[CH:29][CH:30]=4)[C:19]=3[C:32]=1[CH3:33])[CH2:7]2. The yield is 0.755. (5) The reactants are [CH2:1]1[C:9]2[C:4](=[CH:5][C:6]([NH2:10])=[CH:7][CH:8]=2)[CH2:3][CH2:2]1.[C:11]([CH:14]([CH2:19][C:20]([O:22][CH3:23])=[O:21])[C:15]([O:17][CH3:18])=[O:16])(=O)[CH3:12]. No catalyst specified. The product is [CH2:1]1[C:9]2[C:4](=[CH:5][C:6]([NH:10][C:11](=[C:14]([CH2:19][C:20]([O:22][CH3:23])=[O:21])[C:15]([O:17][CH3:18])=[O:16])[CH3:12])=[CH:7][CH:8]=2)[CH2:3][CH2:2]1. The yield is 0.480. (6) The reactants are [Br:1][C:2]1[CH:7]=[CH:6][C:5]([NH:8][C:9]2[C:10]([C:20]([OH:22])=O)=[CH:11][C:12]3[N:16]([CH3:17])[CH:15]=[N:14][C:13]=3[C:18]=2[F:19])=[C:4]([Cl:23])[CH:3]=1.[CH:24]([O:26][CH2:27][CH2:28][O:29][NH2:30])=[CH2:25].C1C=CC2N(O)N=NC=2C=1.C(N(CC)CC)C.CCN=C=NCCCN(C)C. The catalyst is CN(C)C=O.C(OCC)(=O)C. The product is [CH:24]([O:26][CH2:27][CH2:28][O:29][NH:30][C:20]([C:10]1[C:9]([NH:8][C:5]2[CH:6]=[CH:7][C:2]([Br:1])=[CH:3][C:4]=2[Cl:23])=[C:18]([F:19])[C:13]2[N:14]=[CH:15][N:16]([CH3:17])[C:12]=2[CH:11]=1)=[O:22])=[CH2:25]. The yield is 0.900. (7) The reactants are [Cl:1][C:2]1[CH:7]=[CH:6][C:5]([C@H:8]2[CH2:12][CH2:11][C@H:10]([C:13]3[CH:18]=[CH:17][C:16]([Cl:19])=[C:15]([N+:20]([O-:22])=[O:21])[CH:14]=3)[NH:9]2)=[CH:4][C:3]=1[N+:23]([O-:25])=[O:24].Br[C:27]1[S:28][C:29]2[CH:35]=[CH:34][CH:33]=[CH:32][C:30]=2[N:31]=1.C1C=CC(P(C2C(C3C(P(C4C=CC=CC=4)C4C=CC=CC=4)=CC=C4C=3C=CC=C4)=C3C(C=CC=C3)=CC=2)C2C=CC=CC=2)=CC=1.CC(C)([O-])C.[Na+]. The catalyst is O1CCOCC1.C1C=CC(/C=C/C(/C=C/C2C=CC=CC=2)=O)=CC=1.C1C=CC(/C=C/C(/C=C/C2C=CC=CC=2)=O)=CC=1.C1C=CC(/C=C/C(/C=C/C2C=CC=CC=2)=O)=CC=1.[Pd].[Pd]. The product is [Cl:19][C:16]1[CH:17]=[CH:18][C:13]([C@H:10]2[CH2:11][CH2:12][C@H:8]([C:5]3[CH:6]=[CH:7][C:2]([Cl:1])=[C:3]([N+:23]([O-:25])=[O:24])[CH:4]=3)[N:9]2[C:27]2[S:28][C:29]3[CH:35]=[CH:34][CH:33]=[CH:32][C:30]=3[N:31]=2)=[CH:14][C:15]=1[N+:20]([O-:22])=[O:21]. The yield is 0.370. (8) No catalyst specified. The product is [CH2:1]([O:3][CH2:4][CH2:5][O:6][CH2:7][CH2:8][O:9][C:17]1[CH:18]=[CH:19][CH:20]=[C:13]([N+:10]([O-:12])=[O:11])[C:14]=1[C:15]#[N:16])[CH3:2]. The reactants are [CH2:1]([O:3][CH2:4][CH2:5][O:6][CH2:7][CH2:8][OH:9])[CH3:2].[N+:10]([C:13]1[CH:20]=[CH:19][CH:18]=[C:17]([N+]([O-])=O)[C:14]=1[C:15]#[N:16])([O-:12])=[O:11]. The yield is 0.660. (9) The reactants are FC(F)(F)[S:3]([O-:6])(=[O:5])=[O:4].[C:9]([O:13][C:14](=[O:55])[C:15]([O:18]/[N:19]=[C:20](/[C:42]1[N:43]=[C:44]([NH:47][C:48]([O:50][C:51]([CH3:54])([CH3:53])[CH3:52])=[O:49])[S:45][CH:46]=1)\[C:21]([NH:23][C@@H:24]1[C:27](=[O:28])[NH:26][C@@H:25]1[CH2:29][N:30]1[CH:34]=[C:33]([C:35]2[CH:40]=[CH:39][N+:38]([CH3:41])=[CH:37][CH:36]=2)[N:32]=[N:31]1)=[O:22])([CH3:17])[CH3:16])([CH3:12])([CH3:11])[CH3:10]. The catalyst is CN(C=O)C. The product is [C:9]([O:13][C:14](=[O:55])[C:15]([O:18]/[N:19]=[C:20](/[C:42]1[N:43]=[C:44]([NH:47][C:48]([O:50][C:51]([CH3:54])([CH3:53])[CH3:52])=[O:49])[S:45][CH:46]=1)\[C:21]([NH:23][C@@H:24]1[C:27](=[O:28])[N:26]([S:3]([O-:6])(=[O:5])=[O:4])[C@@H:25]1[CH2:29][N:30]1[CH:34]=[C:33]([C:35]2[CH:36]=[CH:37][N+:38]([CH3:41])=[CH:39][CH:40]=2)[N:32]=[N:31]1)=[O:22])([CH3:16])[CH3:17])([CH3:10])([CH3:11])[CH3:12]. The yield is 0.310. (10) The reactants are CC([O-])(C)C.[Na+].Br[C:8]1[CH:13]=[C:12]([CH3:14])[CH:11]=[CH:10][C:9]=1[CH3:15].[NH:16]1[CH2:21][CH2:20][O:19][CH2:18][CH2:17]1. The catalyst is C1C=CC(/C=C/C(/C=C/C2C=CC=CC=2)=O)=CC=1.C1C=CC(/C=C/C(/C=C/C2C=CC=CC=2)=O)=CC=1.C1C=CC(/C=C/C(/C=C/C2C=CC=CC=2)=O)=CC=1.[Pd].[Pd].COCCOC. The product is [CH3:15][C:9]1[CH:10]=[CH:11][C:12]([CH3:14])=[CH:13][C:8]=1[N:16]1[CH2:21][CH2:20][O:19][CH2:18][CH2:17]1. The yield is 0.950.